From a dataset of Forward reaction prediction with 1.9M reactions from USPTO patents (1976-2016). Predict the product of the given reaction. (1) Given the reactants N([O-])=O.[Na+].Cl.[CH2:6]([O:13][C@@H:14]1[CH2:19][CH2:18][CH2:17][N:16]([C:20]([C:22]2[N:27]=[N:26][C:25]([C:28]([NH:30]N)=[O:29])=[C:24]([CH2:32][CH:33]([CH3:35])[CH3:34])[CH:23]=2)=[O:21])[CH2:15]1)[C:7]1[CH:12]=[CH:11][CH:10]=[CH:9][CH:8]=1.N[C@H:37]([CH2:41][OH:42])[CH:38]([CH3:40])[CH3:39], predict the reaction product. The product is: [CH2:6]([O:13][C@@H:14]1[CH2:19][CH2:18][CH2:17][N:16]([C:20]([C:22]2[N:27]=[N:26][C:25]([C:28]([NH:30][C@@H:37]([CH:38]([CH3:40])[CH3:39])[CH2:41][OH:42])=[O:29])=[C:24]([CH2:32][CH:33]([CH3:35])[CH3:34])[CH:23]=2)=[O:21])[CH2:15]1)[C:7]1[CH:12]=[CH:11][CH:10]=[CH:9][CH:8]=1. (2) The product is: [N+:28]([C:23]1[CH:24]=[CH:25][CH:26]=[CH:27][C:22]=1[CH2:21][N:20]1[C:18](=[O:19])[CH2:17][CH2:16][O:15][CH2:4]1)([O-:30])=[O:29]. Given the reactants C=O.O.[C:4]1(C)C=CC(S(O)(=O)=O)=CC=1.[OH:15][CH2:16][CH2:17][C:18]([NH:20][CH2:21][C:22]1[CH:27]=[CH:26][CH:25]=[CH:24][C:23]=1[N+:28]([O-:30])=[O:29])=[O:19].O, predict the reaction product. (3) Given the reactants [CH3:1][N:2]1[C:10]([CH3:11])=[C:9]2[C:4]([CH:5]=[CH:6][C:7]([N:12]3[CH:17]=[CH:16][C:15]([OH:18])=[CH:14][C:13]3=[O:19])=[CH:8]2)=[N:3]1.[Br:20][C:21]1[N:22]=[C:23]([CH2:26]O)[S:24][CH:25]=1.C1(P(C2C=CC=CC=2)C2C=CC=CC=2)C=CC=CC=1.O, predict the reaction product. The product is: [Br:20][C:21]1[N:22]=[C:23]([CH2:26][O:18][C:15]2[CH:16]=[CH:17][N:12]([C:7]3[CH:6]=[CH:5][C:4]4[C:9](=[C:10]([CH3:11])[N:2]([CH3:1])[N:3]=4)[CH:8]=3)[C:13](=[O:19])[CH:14]=2)[S:24][CH:25]=1. (4) Given the reactants Cl[C:2]1[N:7]=[C:6]([NH:8][C:9]2[CH:14]=[CH:13][C:12]([O:15][CH3:16])=[C:11]([Cl:17])[CH:10]=2)[N:5]=[C:4]([NH:18][CH:19]2[CH2:25][CH2:24][CH2:23][CH2:22][CH2:21][CH2:20]2)[N:3]=1.[CH3:26][N:27]1[CH2:32][CH2:31][NH:30][CH2:29][CH2:28]1.[OH-].[Na+], predict the reaction product. The product is: [Cl:17][C:11]1[CH:10]=[C:9]([NH:8][C:6]2[N:5]=[C:4]([NH:18][CH:19]3[CH2:25][CH2:24][CH2:23][CH2:22][CH2:21][CH2:20]3)[N:3]=[C:2]([N:30]3[CH2:31][CH2:32][N:27]([CH3:26])[CH2:28][CH2:29]3)[N:7]=2)[CH:14]=[CH:13][C:12]=1[O:15][CH3:16]. (5) Given the reactants [Br:1][C:2]1[CH:3]=[CH:4][C:5]2[N:6]([C:8]([C:11]([O:13]CC)=O)=[N:9][N:10]=2)[CH:7]=1.O[Li].O.Cl.Cl.[F:21][C:22]1[C:23]([C:34]([F:37])([F:36])[F:35])=[C:24]([CH:28]2[CH2:33][CH2:32][NH:31][CH2:30][CH2:29]2)[CH:25]=[CH:26][CH:27]=1.F[P-](F)(F)(F)(F)F.N1(O[P+](N(C)C)(N(C)C)N(C)C)C2C=CC=CC=2N=N1.C(N(C(C)C)CC)(C)C, predict the reaction product. The product is: [Br:1][C:2]1[CH:3]=[CH:4][C:5]2[N:6]([C:8]([C:11]([N:31]3[CH2:32][CH2:33][CH:28]([C:24]4[CH:25]=[CH:26][CH:27]=[C:22]([F:21])[C:23]=4[C:34]([F:37])([F:35])[F:36])[CH2:29][CH2:30]3)=[O:13])=[N:9][N:10]=2)[CH:7]=1. (6) Given the reactants [Br:1][C:2]1[CH:7]=[CH:6][C:5]([NH:8][C:9](=O)[C:10]2[CH:15]=[CH:14][C:13]([S:16]([CH3:19])(=[O:18])=[O:17])=[CH:12][C:11]=2[F:20])=[C:4]([F:22])[CH:3]=1.P12(SP3(SP(SP(S3)(S1)=S)(=S)S2)=S)=[S:24], predict the reaction product. The product is: [Br:1][C:2]1[CH:7]=[CH:6][C:5]([NH:8][C:9](=[S:24])[C:10]2[CH:15]=[CH:14][C:13]([S:16]([CH3:19])(=[O:18])=[O:17])=[CH:12][C:11]=2[F:20])=[C:4]([F:22])[CH:3]=1. (7) Given the reactants [CH:1]1([S:7][CH:8]([C:12]2[CH:17]=[CH:16][C:15]([Cl:18])=[C:14]([Cl:19])[CH:13]=2)[C:9]([OH:11])=O)[CH2:6][CH2:5][CH2:4][CH2:3][CH2:2]1.[NH2:20][C:21]1[CH:26]=[CH:25][CH:24]=[CH:23][N:22]=1, predict the reaction product. The product is: [CH:1]1([S:7][CH:8]([C:12]2[CH:17]=[CH:16][C:15]([Cl:18])=[C:14]([Cl:19])[CH:13]=2)[C:9]([NH:20][C:21]2[CH:26]=[CH:25][CH:24]=[CH:23][N:22]=2)=[O:11])[CH2:2][CH2:3][CH2:4][CH2:5][CH2:6]1.